From a dataset of Forward reaction prediction with 1.9M reactions from USPTO patents (1976-2016). Predict the product of the given reaction. (1) Given the reactants [NH2:1][C:2]1[S:3][C:4]2[C:9]([NH:10][C@H:11]([CH3:15])[C:12]([NH2:14])=O)=[N:8][C:7]([S:16][CH2:17][C:18]3[CH:23]=[CH:22][CH:21]=[C:20]([F:24])[C:19]=3[F:25])=[N:6][C:5]=2[N:26]=1.B, predict the reaction product. The product is: [NH2:14][CH2:12][C@H:11]([NH:10][C:9]1[C:4]2[S:3][C:2]([NH2:1])=[N:26][C:5]=2[N:6]=[C:7]([S:16][CH2:17][C:18]2[CH:23]=[CH:22][CH:21]=[C:20]([F:24])[C:19]=2[F:25])[N:8]=1)[CH3:15]. (2) Given the reactants Br[C:2]1[CH:7]=[CH:6][C:5]2[C:8]3[CH2:9][N:10]([C:15]([O:17][C:18]([CH3:21])([CH3:20])[CH3:19])=[O:16])[CH2:11][CH2:12][C:13]=3[O:14][C:4]=2[CH:3]=1.[CH3:22][C:23]1[N:28]=[CH:27][C:26]([CH2:29][O:30][C:31]2[CH:36]=[CH:35][NH:34][C:33](=[O:37])[CH:32]=2)=[CH:25][CH:24]=1, predict the reaction product. The product is: [CH3:22][C:23]1[N:28]=[CH:27][C:26]([CH2:29][O:30][C:31]2[CH:36]=[CH:35][N:34]([C:2]3[CH:7]=[CH:6][C:5]4[C:8]5[CH2:9][N:10]([C:15]([O:17][C:18]([CH3:21])([CH3:20])[CH3:19])=[O:16])[CH2:11][CH2:12][C:13]=5[O:14][C:4]=4[CH:3]=3)[C:33](=[O:37])[CH:32]=2)=[CH:25][CH:24]=1. (3) Given the reactants [Br:1][CH2:2][C:3]1[C:4]([C:13]([F:16])([F:15])[F:14])=[N:5][N:6]([CH3:12])[C:7]=1[O:8][CH:9]([F:11])[F:10].[NH2:17][C:18]([NH2:20])=[S:19], predict the reaction product. The product is: [BrH:1].[F:10][CH:9]([F:11])[O:8][C:7]1[N:6]([CH3:12])[N:5]=[C:4]([C:13]([F:16])([F:15])[F:14])[C:3]=1[CH2:2][S:19][C:18](=[NH:17])[NH2:20]. (4) Given the reactants Cl.[CH3:2][O:3][C:4]1[CH:5]=[C:6]([C:12]2[C:13]([CH3:25])([CH3:24])[C:14](=[O:23])[N:15]([CH:17]3[CH2:22][CH2:21][NH:20][CH2:19][CH2:18]3)[N:16]=2)[CH:7]=[CH:8][C:9]=1[O:10][CH3:11].[CH:26]1[C:35]2[CH:34]=[CH:33][CH:32]=[C:31]([C:36](O)=[O:37])[C:30]=2[CH:29]=[CH:28][N:27]=1, predict the reaction product. The product is: [CH3:2][O:3][C:4]1[CH:5]=[C:6]([C:12]2[C:13]([CH3:25])([CH3:24])[C:14](=[O:23])[N:15]([CH:17]3[CH2:22][CH2:21][N:20]([C:36]([C:31]4[CH:32]=[CH:33][CH:34]=[C:35]5[C:30]=4[CH:29]=[CH:28][N:27]=[CH:26]5)=[O:37])[CH2:19][CH2:18]3)[N:16]=2)[CH:7]=[CH:8][C:9]=1[O:10][CH3:11]. (5) Given the reactants [Br:1][C:2]1[CH:11]=[CH:10][C:9]2[N:8]=[CH:7][C:6]3[N:12]=[CH:13][N:14]([C:15]4[CH:20]=[CH:19][C:18]([N:21]5[CH2:26][CH2:25][NH:24][C:23](=[O:27])[CH2:22]5)=[C:17]([F:28])[CH:16]=4)[C:5]=3[C:4]=2[CH:3]=1.[H-].[Na+].I[CH2:32][CH3:33], predict the reaction product. The product is: [Br:1][C:2]1[CH:11]=[CH:10][C:9]2[N:8]=[CH:7][C:6]3[N:12]=[CH:13][N:14]([C:15]4[CH:20]=[CH:19][C:18]([N:21]5[CH2:26][CH2:25][N:24]([CH2:32][CH3:33])[C:23](=[O:27])[CH2:22]5)=[C:17]([F:28])[CH:16]=4)[C:5]=3[C:4]=2[CH:3]=1. (6) The product is: [NH2:39][CH:1]([C:4]1[CH:31]=[C:7]2[CH2:8][N:9]([C:13]([O:15][CH2:16][C:17]3[CH:22]=[C:21]([C:23]([F:26])([F:25])[F:24])[CH:20]=[C:19]([C:27]([F:30])([F:29])[F:28])[CH:18]=3)=[O:14])[CH2:10][CH2:11][CH2:12][N:6]2[N:5]=1)[CH3:2]. Given the reactants [C:1]([C:4]1[CH:31]=[C:7]2[CH2:8][N:9]([C:13]([O:15][CH2:16][C:17]3[CH:22]=[C:21]([C:23]([F:26])([F:25])[F:24])[CH:20]=[C:19]([C:27]([F:30])([F:29])[F:28])[CH:18]=3)=[O:14])[CH2:10][CH2:11][CH2:12][N:6]2[N:5]=1)(=O)[CH3:2].C([O-])(=O)C.[NH4+].[BH3-]C#[N:39].[Na+], predict the reaction product.